This data is from Reaction yield outcomes from USPTO patents with 853,638 reactions. The task is: Predict the reaction yield, written as a fraction of the theoretical maximum amount of product (1.0 means a 100% yield; for example, 0.34 means a 34% yield). (1) The reactants are [C:1]([O:5][C:6](=[O:44])[CH:7]([NH:17][C:18]([NH:20][CH:21]([C:37]([O:39][C:40]([CH3:43])([CH3:42])[CH3:41])=[O:38])[CH2:22][CH2:23][CH2:24][CH2:25][NH:26]C(OCC1C=CC=CC=1)=O)=[O:19])[CH2:8][CH2:9][C:10]([O:12][C:13]([CH3:16])([CH3:15])[CH3:14])=[O:11])([CH3:4])([CH3:3])[CH3:2].C([O-])=O.[NH4+]. The catalyst is C(O)C.[Pd]. The product is [C:1]([O:5][C:6](=[O:44])[CH:7]([NH:17][C:18]([NH:20][CH:21]([C:37]([O:39][C:40]([CH3:43])([CH3:42])[CH3:41])=[O:38])[CH2:22][CH2:23][CH2:24][CH2:25][NH2:26])=[O:19])[CH2:8][CH2:9][C:10]([O:12][C:13]([CH3:16])([CH3:15])[CH3:14])=[O:11])([CH3:2])([CH3:3])[CH3:4]. The yield is 0.980. (2) The reactants are O[CH2:2][CH2:3][CH2:4][NH:5][C:6](=[O:12])[O:7][C:8]([CH3:11])([CH3:10])[CH3:9].[S:13]1C=CC=C1CC(O)=O.C1(P(C2C=CC=CC=2)C2C=CC=CC=2)C=CC=CC=1.[CH3:41][CH:42]([O:44]C(/N=N/C(OC(C)C)=O)=O)C. The catalyst is C(Cl)Cl. The product is [C:42](=[O:44])([S:13][CH2:2][CH2:3][CH2:4][NH:5][C:6]([O:7][C:8]([CH3:11])([CH3:10])[CH3:9])=[O:12])[CH3:41]. The yield is 0.750. (3) The product is [C:1]([C:5]1[CH:10]=[CH:9][C:8]([N+:11]([O-:13])=[O:12])=[CH:7][C:6]=1[S:14]([NH2:18])(=[O:16])=[O:15])([CH3:4])([CH3:3])[CH3:2]. The reactants are [C:1]([C:5]1[CH:10]=[CH:9][C:8]([N+:11]([O-:13])=[O:12])=[CH:7][C:6]=1[S:14](Cl)(=[O:16])=[O:15])([CH3:4])([CH3:3])[CH3:2].[NH4+:18].[OH-]. The catalyst is CCOCC.O. The yield is 0.340. (4) The reactants are C(O[C:5](=[O:7])[CH3:6])(=O)C.[CH2:8]1[C:14]2[CH:15]=[CH:16][CH:17]=[CH:18][C:13]=2[CH2:12][CH2:11][NH:10][CH2:9]1.C(N(CC)CC)C.O. The catalyst is ClCCl. The product is [C:5]([N:10]1[CH2:9][CH2:8][C:14]2[CH:15]=[CH:16][CH:17]=[CH:18][C:13]=2[CH2:12][CH2:11]1)(=[O:7])[CH3:6]. The yield is 0.950. (5) The reactants are [C:1]1([C:7]2[CH:15]=[C:14]3[C:10]([CH2:11][C:12](=[O:16])[NH:13]3)=[CH:9][CH:8]=2)[CH:6]=[CH:5][CH:4]=[CH:3][CH:2]=1.[CH2:17]([N:19]([CH2:34][CH3:35])[CH2:20][CH2:21][NH:22][C:23]([C:25]1[C:29]([CH3:30])=[C:28]([CH:31]=O)[NH:27][C:26]=1[CH3:33])=[O:24])[CH3:18]. No catalyst specified. The product is [CH2:34]([N:19]([CH2:17][CH3:18])[CH2:20][CH2:21][NH:22][C:23]([C:25]1[C:29]([CH3:30])=[C:28]([CH:31]=[C:11]2[C:10]3[C:14](=[CH:15][C:7]([C:1]4[CH:2]=[CH:3][CH:4]=[CH:5][CH:6]=4)=[CH:8][CH:9]=3)[NH:13][C:12]2=[O:16])[NH:27][C:26]=1[CH3:33])=[O:24])[CH3:35]. The yield is 0.380. (6) The reactants are [C:1]([O:5][C:6]([N:8]([CH3:22])[C@H:9]1[CH2:14][CH2:13][C@H:12]([CH2:15][CH2:16][CH2:17][CH2:18][C:19]([OH:21])=O)[CH2:11][CH2:10]1)=[O:7])([CH3:4])([CH3:3])[CH3:2].[CH2:23]([NH:25][CH2:26][CH3:27])[CH3:24].CN1CCOCC1.CCN=C=NCCCN(C)C.C1C=CC2N(O)N=NC=2C=1. The catalyst is C(Cl)Cl. The product is [C:1]([O:5][C:6](=[O:7])[N:8]([C@H:9]1[CH2:10][CH2:11][C@H:12]([CH2:15][CH2:16][CH2:17][CH2:18][C:19](=[O:21])[N:25]([CH2:26][CH3:27])[CH2:23][CH3:24])[CH2:13][CH2:14]1)[CH3:22])([CH3:2])([CH3:3])[CH3:4]. The yield is 0.860. (7) The reactants are [Br:1][C:2]1[CH:3]=[C:4]([NH:10][C:11]2[CH:20]=[CH:19][C:14]([C:15](OC)=[O:16])=[CH:13][N:12]=2)[C:5](=[O:9])[N:6]([CH3:8])[CH:7]=1.CC(C[AlH]CC(C)C)C.C(=O)=O.CC(C)=O. The catalyst is C(Cl)Cl. The product is [Br:1][C:2]1[CH:3]=[C:4]([NH:10][C:11]2[CH:20]=[CH:19][C:14]([CH2:15][OH:16])=[CH:13][N:12]=2)[C:5](=[O:9])[N:6]([CH3:8])[CH:7]=1. The yield is 0.900. (8) The reactants are [CH3:1][C:2]1([CH3:22])[C:11]2[CH:10]=[C:9]([C:12](=[O:14])[CH3:13])[CH:8]=[CH:7][C:6]=2[C:5]([C:15]2[CH:20]=[CH:19][C:18]([CH3:21])=[CH:17][CH:16]=2)=[CH:4]C1.BrC1C=C2C(C(C3C=CC(C)=CC=3)=CC2(C)C)=CC=1. No catalyst specified. The product is [CH3:1][C:2]1([CH3:22])[C:11]2[C:6](=[CH:7][CH:8]=[C:9]([C:12](=[O:14])[CH3:13])[CH:10]=2)[C:5]([C:15]2[CH:20]=[CH:19][C:18]([CH3:21])=[CH:17][CH:16]=2)=[CH:4]1. The yield is 0.780. (9) The product is [CH3:13][NH:12][C:10]1[C:9]2[C:4](=[CH:5][CH:6]=[CH:7][CH:8]=2)[NH:3][C:2](=[S:16])[N:11]=1. The catalyst is C(O)C. The reactants are Cl[C:2]1[N:11]=[C:10]([NH:12][CH3:13])[C:9]2[C:4](=[CH:5][CH:6]=[CH:7][CH:8]=2)[N:3]=1.NC(N)=[S:16].C(O)=O.[OH-].[Na+]. The yield is 0.180.